Dataset: NCI-60 drug combinations with 297,098 pairs across 59 cell lines. Task: Regression. Given two drug SMILES strings and cell line genomic features, predict the synergy score measuring deviation from expected non-interaction effect. (1) Drug 1: C1=CC(=C2C(=C1NCCNCCO)C(=O)C3=C(C=CC(=C3C2=O)O)O)NCCNCCO. Drug 2: CC1C(C(CC(O1)OC2CC(CC3=C2C(=C4C(=C3O)C(=O)C5=C(C4=O)C(=CC=C5)OC)O)(C(=O)C)O)N)O.Cl. Cell line: LOX IMVI. Synergy scores: CSS=57.7, Synergy_ZIP=5.39, Synergy_Bliss=5.09, Synergy_Loewe=6.33, Synergy_HSA=11.3. (2) Drug 1: COC1=C(C=C2C(=C1)N=CN=C2NC3=CC(=C(C=C3)F)Cl)OCCCN4CCOCC4. Drug 2: C1C(C(OC1N2C=NC(=NC2=O)N)CO)O. Cell line: HOP-92. Synergy scores: CSS=28.1, Synergy_ZIP=-8.89, Synergy_Bliss=-0.0368, Synergy_Loewe=3.56, Synergy_HSA=3.86. (3) Drug 1: CC1=C(C=C(C=C1)NC(=O)C2=CC=C(C=C2)CN3CCN(CC3)C)NC4=NC=CC(=N4)C5=CN=CC=C5. Drug 2: CS(=O)(=O)OCCCCOS(=O)(=O)C. Cell line: SN12C. Synergy scores: CSS=2.44, Synergy_ZIP=-0.877, Synergy_Bliss=-2.29, Synergy_Loewe=-5.10, Synergy_HSA=-4.88. (4) Drug 1: C1=NC2=C(N1)C(=S)N=C(N2)N. Drug 2: CCN(CC)CCNC(=O)C1=C(NC(=C1C)C=C2C3=C(C=CC(=C3)F)NC2=O)C. Cell line: U251. Synergy scores: CSS=25.3, Synergy_ZIP=0.858, Synergy_Bliss=1.38, Synergy_Loewe=-2.27, Synergy_HSA=1.91. (5) Drug 1: CC1C(C(CC(O1)OC2CC(CC3=C2C(=C4C(=C3O)C(=O)C5=C(C4=O)C(=CC=C5)OC)O)(C(=O)C)O)N)O.Cl. Drug 2: C1CN(CCN1C(=O)CCBr)C(=O)CCBr. Cell line: CAKI-1. Synergy scores: CSS=29.9, Synergy_ZIP=-9.52, Synergy_Bliss=-5.97, Synergy_Loewe=-9.10, Synergy_HSA=0.174. (6) Drug 1: C1=C(C(=O)NC(=O)N1)F. Drug 2: CC1CCC2CC(C(=CC=CC=CC(CC(C(=O)C(C(C(=CC(C(=O)CC(OC(=O)C3CCCCN3C(=O)C(=O)C1(O2)O)C(C)CC4CCC(C(C4)OC)OP(=O)(C)C)C)C)O)OC)C)C)C)OC. Cell line: NCI-H460. Synergy scores: CSS=36.3, Synergy_ZIP=0.694, Synergy_Bliss=-0.427, Synergy_Loewe=2.93, Synergy_HSA=2.25.